Task: Regression. Given a peptide amino acid sequence and an MHC pseudo amino acid sequence, predict their binding affinity value. This is MHC class II binding data.. Dataset: Peptide-MHC class II binding affinity with 134,281 pairs from IEDB The peptide sequence is AARLFKAFILDGDKL. The MHC is DRB1_0701 with pseudo-sequence DRB1_0701. The binding affinity (normalized) is 0.791.